This data is from Experimentally validated miRNA-target interactions with 360,000+ pairs, plus equal number of negative samples. The task is: Binary Classification. Given a miRNA mature sequence and a target amino acid sequence, predict their likelihood of interaction. (1) The miRNA is hsa-miR-876-3p with sequence UGGUGGUUUACAAAGUAAUUCA. The protein sequence of the target gene is MAGLTLFVGRLPPSARSDQLEELFSQVGPVKQCFVVTEKGSKACRGFGYVTFSMLEDVQRALKEITTFEGCKIDVTVAKKKLRNKSKETRKNENAESPKKEPKHKKAKVADKKARLIIRNLSFKCSEDDLKAVFTHYGTVLEVNIPKKPDGKMRGFAFVQFKNLLEAGKALKGANMKEIKGRTVAVDWAVAKDKYKDAQHASAPGVKKSSDRKPKESGKKNCRVEEQVEDSDDEEDDDSHDDEEERESTIASPVSVHKRAVKRAAPEESIEEDDSYEDSDLEEGGSSYDEGTVDSESSAE.... Result: 0 (no interaction). (2) The miRNA is hsa-miR-4774-5p with sequence UCUGGUAUGUAGUAGGUAAUAA. The protein sequence of the target gene is MEPPNLYPVKLYVYDLSKGLARRLSPIMLGKQLEGIWHTSIVVHKDEFFFGSGGISSCPPGGTLLGPPDSVVDVGSTEVTEEIFLEYLSSLGESLFRGEAYNLFEHNCNTFSNEVAQFLTGRKIPSYITDLPSEVLSTPFGQALRPLLDSIQIQPPGGSSVGRPNGQS. Result: 1 (interaction). (3) The miRNA is hsa-miR-6858-3p with sequence CAGCCAGCCCCUGCUCACCCCU. The protein sequence of the target gene is MSGAALGLEIVFVFFLALFLLHRYGDFKKQHRLVIIGTLLAWYLCFLIVFILPLDVSTTIYNRCRHAAANSSPPENTNVTGLDASVTPAPRQHPCFKPWSYIPDGIMPIFWRVVYWTSQFLTWILLPFMQSYARSGGFSITGKIKTALIENAIYYGTYLLIFGAFLIYVAVNPRLHLEWNQLQTIGIAAANTWGLFLLVLLLGYGLVEIPRSYWNGAKRGYLLMKTYFKAAKLMTEKADAEENLEDVMEEVRKVNESIKYNHPLRKCVDTILKKCPTDYQEKMGRNMDDYEDFDEKRNTY.... Result: 0 (no interaction). (4) The miRNA is hsa-miR-548av-5p with sequence AAAAGUACUUGCGGAUUU. The protein sequence of the target gene is MAESSESLSASSPARQRRRISDPLTSSPGRSSRRADALTSSPGRDLPPFEDESEGLLGTEGPMEEEEDGEELIGDGMERDYRPIPELDVYEAEGLALDDEDVEELTASQREAAERTMRQRDREAGRGLGRMRRGLLYDSSEEDEERPARKRRHVERATEDGEEDEEMIESIENLEDLKGHSVREWVSMAGPRLEIHHRFKNFLRTHVDSHGHNVFKERISDMCKENRESLVVNYEDLAAREHVLAYFLPEAPAELLQIFDEAALEVVLAMYPKYDRITNHIHVRISHLPLVEELRSLRQL.... Result: 0 (no interaction). (5) The miRNA is hsa-miR-3177-5p with sequence UGUGUACACACGUGCCAGGCGCU. The protein sequence of the target gene is MDRFVWTSGLLEINETLVIQQRGVRIYDGEEKIKFDAGTLLLSTHRLIWRDQKNHECCMAILLSQIVFIEEQAAGIGKSAKIVVHLHPAPPNKEPGPFQSSKNSYIKLSFKEHGQIEFYRRLSEEMTQRRWENMPVSQSLQTNRGPQPGRIRAVGIVGIERKLEEKRKETDKNISEAFEDLSKLMIKAKEMVELSKSIANKIKDKQGDITEDETIRFKSYLLSMGIANPVTRETYGSGTQYHMQLAKQLAGILQVPLEERGGIMSLTEVYCLVNRARGMELLSPEDLVNACKMLEALKLP.... Result: 1 (interaction). (6) The miRNA is hsa-miR-4725-5p with sequence AGACCCUGCAGCCUUCCCACC. The protein sequence of the target gene is MLFWHTQPEHYNQHNSGSYLRDVLALPIFKQEEPQLSPENGARLPPLQYVLCAATSPAVKLHEETLTYLNQGQSYEIRLLENRKLGDFQDLNTKYVKSIIRVVFHDRRLQYTEYQQLEGWRWSRPGDRILDIDIPLSVGILDPRASPTQLNAVEFLWDPSKRASAFIQVHCISTEFTPRKHGGEKGVPFRVQIDTFKQNESGDYSEHLHSASCQIKVFKPKGADRKQKTDREKMEKRTAQEKEKYQPSYETTILTECSPWPDVPYQANNTPSPSYNGSPNSFGLREGNSSPNHPVEPLPL.... Result: 0 (no interaction). (7) Result: 0 (no interaction). The protein sequence of the target gene is MTTEKSLAAEAENSQHQQQKEEGEGATNSGQQETQLEEASQAAAAEGSDQGEQKLKASNGDTPTHEDLTKNKERTSESRGLSRLLSSFLKRPKSQVSEEEGREVESEKEKGEGGQKEIELGNSLDEDIILKAPIAAPEPELKTDPSLDLHSLSSIETQPAQEEHREDPDSETKEGEGIEECSGTEVKEDPESRAEREPEASQKPVRRHRNMHCKVSLLDDTVYECVVEKHAKGQDLLKRVCEHLNLLEEDYFGLALWDSATSKTWLDSAKEIKKQVRGVPWNFTFNVKFYPPDPAQLTED.... The miRNA is cel-miR-791-3p with sequence UUUGGCACUCCGCAGAUAAGGCAA. (8) The miRNA is hsa-miR-942-3p with sequence CACAUGGCCGAAACAGAGAAGU. The protein sequence of the target gene is MGARMPRRCLLLLSCFCLLRVESTAEVQHQASALTWKISAELQQEPAPEPSHTYQEMSLAVEDVTTVMEGQEAEALAASAMSSWERRLHRAKCAPSYLFSCFNGGECVHPALCDCRRFNATGPRCQLVYNVGPERDSICRTWGQHHVETFDGLYYYFSGKGSYTLVGHHEPEGQSFSIQVHNDPQCGSAHYTCPRSVSLFLSGEREICLAKEVTHGGVRVQLPQVVGGVQLQQLAGYVIARHPSAFTLAWDGISAIYIKMSPEFLGWTHGLCGNNNADPQDDLVTSYGKVTDDVGEFVHS.... Result: 0 (no interaction).